From a dataset of Forward reaction prediction with 1.9M reactions from USPTO patents (1976-2016). Predict the product of the given reaction. (1) Given the reactants Br[C:2]1[C:3]([NH:22][CH2:23][CH2:24][CH2:25][OH:26])=[N:4][CH:5]=[C:6]([CH:21]=1)[C:7]([NH:9][C:10]1[CH:15]=[CH:14][C:13]([O:16][C:17]([F:20])([F:19])[F:18])=[CH:12][CH:11]=1)=[O:8].[N:27]1[CH:32]=[CH:31][CH:30]=[C:29](B(O)O)[CH:28]=1.C([O-])([O-])=O.[Na+].[Na+].CCO, predict the reaction product. The product is: [OH:26][CH2:25][CH2:24][CH2:23][NH:22][C:3]1[C:2]([C:29]2[CH:28]=[N:27][CH:32]=[CH:31][CH:30]=2)=[CH:21][C:6]([C:7]([NH:9][C:10]2[CH:15]=[CH:14][C:13]([O:16][C:17]([F:20])([F:19])[F:18])=[CH:12][CH:11]=2)=[O:8])=[CH:5][N:4]=1. (2) Given the reactants [Cl:1][C:2]1[C:10]([Cl:11])=[CH:9][CH:8]=[CH:7][C:3]=1[C:4]([OH:6])=O.[Br:12][C:13]1[N:18]=[CH:17][C:16]([C:19]2([CH:27]([NH2:29])[CH3:28])[CH2:24][CH2:23][C:22]([F:26])([F:25])[CH2:21][CH2:20]2)=[CH:15][CH:14]=1, predict the reaction product. The product is: [Br:12][C:13]1[N:18]=[CH:17][C:16]([C:19]2([CH:27]([NH:29][C:4](=[O:6])[C:3]3[CH:7]=[CH:8][CH:9]=[C:10]([Cl:11])[C:2]=3[Cl:1])[CH3:28])[CH2:20][CH2:21][C:22]([F:25])([F:26])[CH2:23][CH2:24]2)=[CH:15][CH:14]=1.